From a dataset of Reaction yield outcomes from USPTO patents with 853,638 reactions. Predict the reaction yield, written as a fraction of the theoretical maximum amount of product (1.0 means a 100% yield; for example, 0.34 means a 34% yield). (1) The reactants are [CH2:1]([N:6]1[C:14]2[C:9](=[CH:10][CH:11]=[CH:12][CH:13]=2)[C:8]2([C:25]3[C:17](=[CH:18][C:19]4[O:20][CH2:21][O:22][C:23]=4[CH:24]=3)[C:16](=O)[CH2:15]2)[C:7]1=[O:27])[CH2:2][CH2:3][CH2:4][CH3:5].C([SiH](CC)CC)C.FC(F)(F)C(O)=O. No catalyst specified. The product is [CH2:1]([N:6]1[C:14]2[C:9](=[CH:10][CH:11]=[CH:12][CH:13]=2)[C:8]2([C:25]3[C:17](=[CH:18][C:19]4[O:20][CH2:21][O:22][C:23]=4[CH:24]=3)[CH2:16][CH2:15]2)[C:7]1=[O:27])[CH2:2][CH2:3][CH2:4][CH3:5]. The yield is 0.470. (2) The reactants are Cl.[NH2:2][OH:3].[OH-].[K+].NO.[CH3:8][N:9]1[C:18](=[O:19])[C:17]2[C:12](=[CH:13][C:14]([C:20](OC)=[O:21])=[CH:15][CH:16]=2)[NH:11][C:10]1=[O:24].C(O)(=O)C. The catalyst is CO.CN(C=O)C. The product is [OH:3][NH:2][C:20]([C:14]1[CH:13]=[C:12]2[C:17]([C:18](=[O:19])[N:9]([CH3:8])[C:10](=[O:24])[NH:11]2)=[CH:16][CH:15]=1)=[O:21]. The yield is 0.190.